This data is from Reaction yield outcomes from USPTO patents with 853,638 reactions. The task is: Predict the reaction yield, written as a fraction of the theoretical maximum amount of product (1.0 means a 100% yield; for example, 0.34 means a 34% yield). (1) The reactants are [Li][CH2:2]CCC.[C:6]([CH:10]1[CH2:15][CH2:14][C:13](=O)[CH2:12][CH2:11]1)([CH3:9])([CH3:8])[CH3:7]. The catalyst is [Br-].C[P+](C1C=CC=CC=1)(C1C=CC=CC=1)C1C=CC=CC=1.C1COCC1. The product is [C:6]([CH:10]1[CH2:15][CH2:14][C:13](=[CH2:2])[CH2:12][CH2:11]1)([CH3:9])([CH3:8])[CH3:7]. The yield is 0.500. (2) The reactants are [C:1](Cl)(=[O:3])[CH3:2].[C:5]([O:8][C@H:9]1[C@H:22]([OH:23])[C@@H:21]([CH2:24][OH:25])[O:20][C@@H:11]([O:12][Si:13]([C:16]([CH3:19])([CH3:18])[CH3:17])([CH3:15])[CH3:14])[C@@H:10]1[N:26]=[N+:27]=[N-:28])(=[O:7])[CH3:6].O.CCOC(C)=O. The catalyst is N1C(C)=CC(C)=CC=1C. The yield is 0.940. The product is [C:5]([O:8][C@H:9]1[C@H:22]([OH:23])[C@@H:21]([CH2:24][O:25][C:1](=[O:3])[CH3:2])[O:20][C@@H:11]([O:12][Si:13]([C:16]([CH3:19])([CH3:18])[CH3:17])([CH3:14])[CH3:15])[C@@H:10]1[N:26]=[N+:27]=[N-:28])(=[O:7])[CH3:6]. (3) The reactants are C(OC(=O)[NH:7][CH2:8][CH2:9][N:10]([C:26](=[O:29])[CH2:27][Cl:28])[CH2:11][CH:12]1[CH2:17][CH2:16][N:15]([C:18]2[CH:23]=[CH:22][C:21](=[O:24])[N:20]([CH3:25])[N:19]=2)[CH2:14][CH2:13]1)(C)(C)C.Cl. The catalyst is CO. The product is [ClH:28].[NH2:7][CH2:8][CH2:9][N:10]([CH2:11][CH:12]1[CH2:13][CH2:14][N:15]([C:18]2[CH:23]=[CH:22][C:21](=[O:24])[N:20]([CH3:25])[N:19]=2)[CH2:16][CH2:17]1)[C:26](=[O:29])[CH2:27][Cl:28]. The yield is 0.980. (4) The reactants are C[O:2][C:3]1[CH:26]=[C:25]([O:27]C)[CH:24]=[CH:23][C:4]=1[CH2:5][C:6]1[N:15]2[N:16]=[C:17]([NH2:19])[N:18]=[C:14]2[C:13]2[CH:12]=[CH:11][C:10]([N+]([O-])=O)=[CH:9][C:8]=2[N:7]=1.COC1C=C(C=C(OC)C=1)CC1N2N=C(N)N=C2C2C=CC=CC=2N=1. No catalyst specified. The product is [NH2:19][C:17]1[N:18]=[C:14]2[N:15]([C:6]([CH2:5][C:4]3[CH:23]=[CH:24][C:25]([OH:27])=[CH:26][C:3]=3[OH:2])=[N:7][C:8]3[CH:9]=[CH:10][CH:11]=[CH:12][C:13]=32)[N:16]=1. The yield is 0.760. (5) The reactants are [N:1]([C@H:4]([CH3:30])[C@H:5]([NH:10]C(C1C=CC=CC=1)(C1C=CC=CC=1)C1C=CC=CC=1)[C:6]([O:8][CH3:9])=[O:7])=[N+:2]=[N-:3]. The catalyst is C(Cl)Cl.Cl. The product is [NH2:10][C@@H:5]([C@H:4]([N:1]=[N+:2]=[N-:3])[CH3:30])[C:6]([O:8][CH3:9])=[O:7]. The yield is 0.520. (6) The reactants are [CH3:1][C:2]([S@@:5]([NH2:7])=[O:6])([CH3:4])[CH3:3].[F:8][C:9]1[CH:14]=[CH:13][C:12]([C:15]([C:17]2[CH:18]=[N:19][C:20]([N:23]3[CH2:28][CH2:27][N:26]([C:29]4[C:34]5=[CH:35][C:36]([C:38]6[CH:39]=[N:40][N:41]([CH3:43])[CH:42]=6)=[CH:37][N:33]5[N:32]=[CH:31][N:30]=4)[CH2:25][CH2:24]3)=[N:21][CH:22]=2)=O)=[CH:11][CH:10]=1.O. The catalyst is C1COCC1. The product is [F:8][C:9]1[CH:10]=[CH:11][C:12](/[C:15](/[C:17]2[CH:18]=[N:19][C:20]([N:23]3[CH2:28][CH2:27][N:26]([C:29]4[C:34]5=[CH:35][C:36]([C:38]6[CH:39]=[N:40][N:41]([CH3:43])[CH:42]=6)=[CH:37][N:33]5[N:32]=[CH:31][N:30]=4)[CH2:25][CH2:24]3)=[N:21][CH:22]=2)=[N:7]/[S@:5]([C:2]([CH3:4])([CH3:3])[CH3:1])=[O:6])=[CH:13][CH:14]=1. The yield is 1.00. (7) The reactants are C([O:4][CH:5]1[S:22][C@H:21]([CH2:23][O:24][C:25](=[O:27])[CH3:26])[C@@H:16]([O:17][C:18](=[O:20])[CH3:19])[C@H:11]([O:12][C:13](=[O:15])[CH3:14])[C@H:6]1[O:7][C:8](=[O:10])[CH3:9])(=O)C.CNN.C(O)(=O)C.Cl. The catalyst is CN(C)C=O. The product is [C:8]([O:7][C@@H:6]1[C@@H:11]([O:12][C:13](=[O:15])[CH3:14])[C@H:16]([O:17][C:18](=[O:20])[CH3:19])[C@@H:21]([CH2:23][O:24][C:25](=[O:27])[CH3:26])[S:22][CH:5]1[OH:4])(=[O:10])[CH3:9]. The yield is 0.880.